This data is from Reaction yield outcomes from USPTO patents with 853,638 reactions. The task is: Predict the reaction yield, written as a fraction of the theoretical maximum amount of product (1.0 means a 100% yield; for example, 0.34 means a 34% yield). (1) The product is [CH3:28][O:27][C:23](=[O:26])[CH2:24][CH2:25][N:19]([CH2:18][CH2:17][O:16][C:15]1[CH:21]=[CH:22][C:12]([N:4]2[C:3]([Cl:2])=[C:11]3[C:6]([CH:7]=[CH:8][CH:9]=[CH:10]3)=[N:5]2)=[CH:13][CH:14]=1)[CH3:20]. The reactants are Cl.[Cl:2][C:3]1[N:4]([C:12]2[CH:22]=[CH:21][C:15]([O:16][CH2:17][CH2:18][NH:19][CH3:20])=[CH:14][CH:13]=2)[N:5]=[C:6]2[C:11]=1[CH:10]=[CH:9][CH:8]=[CH:7]2.[C:23]([O:27][CH3:28])(=[O:26])[CH:24]=[CH2:25]. The catalyst is C(Cl)Cl. The yield is 0.600. (2) The reactants are [Cl:1][C:2]1[N:7]=[C:6](S(C)=O)[N:5]=[C:4]2[N:11]([C:16]3[C:21]([F:22])=[CH:20][CH:19]=[CH:18][C:17]=3[F:23])[C:12](=[O:15])[NH:13][CH2:14][C:3]=12.[N:24]1([CH:30]2[CH2:35][CH2:34][NH:33][CH2:32][CH2:31]2)[CH2:29][CH2:28][CH2:27][CH2:26][CH2:25]1.C(N(CC)C(C)C)(C)C. The catalyst is C(Cl)Cl. The product is [N:24]1([CH:30]2[CH2:35][CH2:34][N:33]([C:6]3[N:5]=[C:4]4[N:11]([C:16]5[C:21]([F:22])=[CH:20][CH:19]=[CH:18][C:17]=5[F:23])[C:12](=[O:15])[NH:13][CH2:14][C:3]4=[C:2]([Cl:1])[N:7]=3)[CH2:32][CH2:31]2)[CH2:29][CH2:28][CH2:27][CH2:26][CH2:25]1. The yield is 0.830. (3) The reactants are C[O-].[Na+].[Si]([O:11][C:12]1[CH:17]=[CH:16][C:15]([C:18]([NH:40][S@@:41]([C:43]([CH3:46])([CH3:45])[CH3:44])=[O:42])([C:26]2[CH:31]=[C:30]([O:32][C:33]([F:38])([F:37])[CH:34]([F:36])[F:35])[CH:29]=[C:28]([F:39])[CH:27]=2)[CH2:19][C:20]2[CH:25]=[CH:24][CH:23]=[CH:22][CH:21]=2)=[CH:14][C:13]=1[F:47])(C(C)(C)C)(C)C. The product is [F:47][C:13]1[CH:14]=[C:15]([C:18]([NH:40][S@@:41]([C:43]([CH3:46])([CH3:45])[CH3:44])=[O:42])([C:26]2[CH:31]=[C:30]([O:32][C:33]([F:37])([F:38])[CH:34]([F:35])[F:36])[CH:29]=[C:28]([F:39])[CH:27]=2)[CH2:19][C:20]2[CH:21]=[CH:22][CH:23]=[CH:24][CH:25]=2)[CH:16]=[CH:17][C:12]=1[OH:11]. The yield is 0.870. No catalyst specified.